This data is from Retrosynthesis with 50K atom-mapped reactions and 10 reaction types from USPTO. The task is: Predict the reactants needed to synthesize the given product. The reactants are: CCOC(=O)c1ccc(NCCCOc2ccccc2)cc1. Given the product O=C(O)c1ccc(NCCCOc2ccccc2)cc1, predict the reactants needed to synthesize it.